The task is: Predict the reaction yield, written as a fraction of the theoretical maximum amount of product (1.0 means a 100% yield; for example, 0.34 means a 34% yield).. This data is from Reaction yield outcomes from USPTO patents with 853,638 reactions. (1) The reactants are [H-].[Al+3].[Li+].[H-].[H-].[H-].[F:7][C:8]([F:19])([C:13]1[CH:18]=[CH:17][CH:16]=[CH:15][CH:14]=1)[C:9](OC)=[O:10]. The catalyst is C1COCC1. The product is [F:7][C:8]([F:19])([C:13]1[CH:14]=[CH:15][CH:16]=[CH:17][CH:18]=1)[CH2:9][OH:10]. The yield is 0.980. (2) The reactants are Br[C:2]1[CH:7]=[CH:6][C:5]([CH3:8])=[C:4]([O:9][CH2:10][C:11]2[CH:16]=[CH:15][C:14]([O:17][CH3:18])=[CH:13][CH:12]=2)[CH:3]=1.C([Li])CCC.[CH3:24][C:25](N(C)C)=[O:26].[Cl-].[NH4+]. The catalyst is C1COCC1. The product is [CH3:18][O:17][C:14]1[CH:15]=[CH:16][C:11]([CH2:10][O:9][C:4]2[CH:3]=[C:2]([C:25](=[O:26])[CH3:24])[CH:7]=[CH:6][C:5]=2[CH3:8])=[CH:12][CH:13]=1. The yield is 0.650.